This data is from Full USPTO retrosynthesis dataset with 1.9M reactions from patents (1976-2016). The task is: Predict the reactants needed to synthesize the given product. (1) Given the product [CH:14]1([N:8]2[C:7]3[CH:17]=[CH:18][C:4]([C:1]([O:3][C:19]4[CH:24]=[CH:23][CH:22]=[CH:21][CH:20]=4)=[O:2])=[CH:5][C:6]=3[S:11](=[O:13])(=[O:12])[NH:10][CH2:9]2)[CH2:15][CH2:16]1, predict the reactants needed to synthesize it. The reactants are: [C:1]([C:4]1[CH:18]=[CH:17][C:7]2[N:8]([CH:14]3[CH2:16][CH2:15]3)[CH2:9][NH:10][S:11](=[O:13])(=[O:12])[C:6]=2[CH:5]=1)([OH:3])=[O:2].[C:19]1(O)[CH:24]=[CH:23][CH:22]=[CH:21][CH:20]=1.C1CCN2C(=NCCC2)CC1.O. (2) Given the product [CH2:31]([O:30][C:28](=[O:29])[CH:27]=[C:26]([C:4]1[CH:9]=[C:8]([Si:10]([CH3:13])([CH3:12])[CH3:11])[N:7]=[C:6]([O:14][CH3:15])[C:5]=1[CH2:16][O:17][CH2:18][O:19][CH3:20])[CH2:33][CH3:34])[CH3:32], predict the reactants needed to synthesize it. The reactants are: [Li+].[Cl-].I[C:4]1[CH:9]=[C:8]([Si:10]([CH3:13])([CH3:12])[CH3:11])[N:7]=[C:6]([O:14][CH3:15])[C:5]=1[CH2:16][O:17][CH2:18][O:19][CH3:20].C([Sn](CCCC)(CCCC)/[C:26](/[CH2:33][CH3:34])=[CH:27]/[C:28]([O:30][CH2:31][CH3:32])=[O:29])CCC.